From a dataset of Human liver microsome stability data. Regression/Classification. Given a drug SMILES string, predict its absorption, distribution, metabolism, or excretion properties. Task type varies by dataset: regression for continuous measurements (e.g., permeability, clearance, half-life) or binary classification for categorical outcomes (e.g., BBB penetration, CYP inhibition). Dataset: hlm. (1) The compound is Clc1ccc(C(c2ccc(Cl)cc2)N2CCNCC2)cc1. The result is 0 (unstable in human liver microsomes). (2) The compound is CC(C)(C)[C@H]1C(O)=C(C2=NS(=O)(=O)c3c(OCC#N)cccc32)C(=O)N1Cc1ccc(F)c(Cl)c1. The result is 0 (unstable in human liver microsomes). (3) The molecule is NCc1ccc(-c2cnccc2-c2cncnc2)o1. The result is 0 (unstable in human liver microsomes).